From a dataset of Forward reaction prediction with 1.9M reactions from USPTO patents (1976-2016). Predict the product of the given reaction. (1) Given the reactants [F:1][C:2]1[CH:7]=[CH:6][C:5]([C@H:8]([NH:10][C@H:11]2[CH2:15][CH2:14][C@@H:13]([C:16]3[CH:17]=[N:18][C:19](S(C)(=O)=O)=[N:20][CH:21]=3)[CH2:12]2)[CH3:9])=[CH:4][C:3]=1[O:26][CH3:27].Cl.[NH2:29][CH2:30][CH2:31][S:32]([NH2:35])(=[O:34])=[O:33], predict the reaction product. The product is: [F:1][C:2]1[CH:7]=[CH:6][C:5]([C@H:8]([NH:10][C@H:11]2[CH2:15][CH2:14][C@@H:13]([C:16]3[CH:21]=[N:20][C:19]([NH:29][CH2:30][CH2:31][S:32]([NH2:35])(=[O:34])=[O:33])=[N:18][CH:17]=3)[CH2:12]2)[CH3:9])=[CH:4][C:3]=1[O:26][CH3:27]. (2) The product is: [NH2:22][CH:24]1[CH:31]2[CH2:32][C:27]3([C:34]([NH2:36])=[O:35])[CH2:28][CH:29]([CH2:33][CH:25]1[CH2:26]3)[CH2:30]2. Given the reactants O=C1C2CC3(C(O)=O)CC(CC1C3)C2.C(Cl)(=O)C(Cl)=O.O.[NH3:22].O=[C:24]1[CH:31]2[CH2:32][C:27]3([C:34]([NH2:36])=[O:35])[CH2:28][CH:29]([CH2:33][CH:25]1[CH2:26]3)[CH2:30]2.N.[H][H], predict the reaction product. (3) Given the reactants [Br:1][C:2]1[C:7]([NH:8][S:9]([C:12]2[CH:17]=[CH:16][C:15]([Cl:18])=[C:14]([C:19]([CH3:22])([CH3:21])[CH3:20])[CH:13]=2)(=[O:11])=[O:10])=[CH:6][C:5]([Cl:23])=[CH:4][N:3]=1.C(=O)([O-])[O-].[K+].[K+].[CH3:30][O:31][CH2:32]Cl, predict the reaction product. The product is: [Br:1][C:2]1[C:7]([N:8]([CH2:30][O:31][CH3:32])[S:9]([C:12]2[CH:17]=[CH:16][C:15]([Cl:18])=[C:14]([C:19]([CH3:20])([CH3:22])[CH3:21])[CH:13]=2)(=[O:11])=[O:10])=[CH:6][C:5]([Cl:23])=[CH:4][N:3]=1. (4) Given the reactants [NH2:1][C:2]1[N:7]=[CH:6][N:5]=[C:4]2[N:8]([CH:26]3[CH2:31][CH2:30][N:29](C(OC(C)(C)C)=O)[CH2:28][CH2:27]3)[N:9]=[C:10]([C:11]3[CH:16]=[CH:15][C:14]([NH:17]C(OC(C)(C)C)=O)=[C:13]([F:25])[CH:12]=3)[C:3]=12.Cl.C(=O)([O-])[O-].[Na+].[Na+], predict the reaction product. The product is: [NH2:17][C:14]1[CH:15]=[CH:16][C:11]([C:10]2[C:3]3[C:4](=[N:5][CH:6]=[N:7][C:2]=3[NH2:1])[N:8]([CH:26]3[CH2:27][CH2:28][NH:29][CH2:30][CH2:31]3)[N:9]=2)=[CH:12][C:13]=1[F:25].